From a dataset of Full USPTO retrosynthesis dataset with 1.9M reactions from patents (1976-2016). Predict the reactants needed to synthesize the given product. (1) The reactants are: [C:1]1([C:11]2[CH:16]=[CH:15][CH:14]=[CH:13][CH:12]=2)[CH:6]=[C:5]([CH:7]=O)[CH:4]=[C:3]([CH:9]=O)[CH:2]=1.[NH2:17][CH2:18][CH2:19][CH2:20][NH:21][CH2:22][CH2:23][CH2:24][NH:25][C:26](=[O:32])[O:27][C:28]([CH3:31])([CH3:30])[CH3:29].[BH4-].[Na+].[OH-:35].[Na+]. Given the product [C:1]1([C:11]2[CH:16]=[CH:15][CH:14]=[CH:13][CH:12]=2)[CH:6]=[C:5]([CH2:7][NH:17][CH2:18][CH2:19][CH2:20][NH:21][CH2:22][CH2:23][CH2:24][NH:25][C:26](=[O:32])[O:27][C:28]([CH3:29])([CH3:31])[CH3:30])[CH:4]=[C:3]([CH2:9][NH:17][CH2:18][CH2:19][CH2:20][NH:21][CH2:22][CH2:23][CH2:24][NH:25][C:26](=[O:27])[O:35][C:28]([CH3:30])([CH3:29])[CH3:31])[CH:2]=1, predict the reactants needed to synthesize it. (2) Given the product [Cl:45][C:44]([Cl:47])([Cl:46])[C:26]1[NH:7][C:8]2[CH:13]=[CH:12][C:11]([C:14]3[CH:19]=[CH:18][CH:17]=[CH:16][C:15]=3[O:20][C:21]([F:23])([F:24])[F:22])=[CH:10][C:9]=2[N:25]=1, predict the reactants needed to synthesize it. The reactants are: C(OC(=O)[NH:7][C:8]1[CH:13]=[CH:12][C:11]([C:14]2[CH:19]=[CH:18][CH:17]=[CH:16][C:15]=2[O:20][C:21]([F:24])([F:23])[F:22])=[CH:10][C:9]=1[NH:25][C:26](OC(C)(C)C)=O)(C)(C)C.C(O)(C(F)(F)F)=O.COC(=N)[C:44]([Cl:47])([Cl:46])[Cl:45]. (3) Given the product [Cl:1][C:2]1[CH:3]=[C:4]([C:8]2[C:16]([C:17](=[O:20])[C:18]#[CH:19])=[C:15]3[N:10]([CH:11]=[N:12][CH:13]=[CH:14]3)[N:9]=2)[CH:5]=[CH:6][CH:7]=1, predict the reactants needed to synthesize it. The reactants are: [Cl:1][C:2]1[CH:3]=[C:4]([C:8]2[C:16]([CH:17]([OH:20])[C:18]#[CH:19])=[C:15]3[N:10]([CH:11]=[N:12][CH:13]=[CH:14]3)[N:9]=2)[CH:5]=[CH:6][CH:7]=1. (4) The reactants are: [NH2:1][C:2]([N:4]([CH2:22][C:23]1[CH:28]=[CH:27][C:26]([C:29]([F:32])([F:31])[F:30])=[CH:25][CH:24]=1)[CH2:5][CH2:6][C:7]1[CH:21]=[CH:20][C:10]([O:11][C:12]([CH3:19])([CH3:18])[C:13]([O:15][CH2:16][CH3:17])=[O:14])=[CH:9][CH:8]=1)=[S:3].[Cl:33][C:34]1[CH:35]=[C:36]([CH:41]=[CH:42][CH:43]=1)[C:37](=O)[CH2:38]Br. Given the product [Cl:33][C:34]1[CH:35]=[C:36]([C:37]2[N:1]=[C:2]([N:4]([CH2:22][C:23]3[CH:28]=[CH:27][C:26]([C:29]([F:30])([F:32])[F:31])=[CH:25][CH:24]=3)[CH2:5][CH2:6][C:7]3[CH:21]=[CH:20][C:10]([O:11][C:12]([CH3:18])([CH3:19])[C:13]([O:15][CH2:16][CH3:17])=[O:14])=[CH:9][CH:8]=3)[S:3][CH:38]=2)[CH:41]=[CH:42][CH:43]=1, predict the reactants needed to synthesize it. (5) Given the product [CH3:1][O:2][C:3](=[O:15])[C:4]1[CH:9]=[CH:8][C:7]([CH2:10][Br:16])=[CH:6][C:5]=1[O:11][CH:12]([CH3:13])[CH3:14], predict the reactants needed to synthesize it. The reactants are: [CH3:1][O:2][C:3](=[O:15])[C:4]1[CH:9]=[CH:8][C:7]([CH3:10])=[CH:6][C:5]=1[O:11][CH:12]([CH3:14])[CH3:13].[Br:16]N1C(=O)CCC1=O.N(C(C)(C)C#N)=NC(C)(C)C#N.